Dataset: Catalyst prediction with 721,799 reactions and 888 catalyst types from USPTO. Task: Predict which catalyst facilitates the given reaction. (1) Reactant: [NH:1]1[CH2:6][CH2:5][O:4][CH2:3][C:2]1=[O:7].[N+]([O-])([O-])=O.[Ce+4].[NH4+:13].[N+]([O-])([O-])=O.[N+]([O-])([O-])=O.[N+]([O-])([O-])=O.[N+]([O-])([O-])=O.C(=O)([O-])[O-].[K+].[K+].C(O[CH2:40][CH3:41])(=O)C.CO.[CH2:44]([NH:46][CH2:47]C)C. Product: [NH:46]1[CH:47]=[C:40]([CH2:41][C@@H:3]2[O:4][CH2:5][CH2:6][NH:1][C:2]2=[O:7])[N:13]=[CH:44]1. The catalyst class is: 192. (2) Reactant: [Cl:1][C:2]1[C:7]([NH:8][C:9]2[N:14]=[C:13]([N:15]([CH:25]3[CH2:27][CH2:26]3)[CH2:16][C:17]3[CH:22]=[CH:21][C:20]([O:23][CH3:24])=[CH:19][CH:18]=3)[C:12]3=[N:28][CH:29]=[C:30]([C:31]#[N:32])[N:11]3[N:10]=2)=[CH:6][C:5]([C:33]#[N:34])=[CH:4][C:3]=1[N:35]1[CH2:40][CH2:39][N:38]([CH:41]2[CH2:44][N:43](C(OC(C)(C)C)=O)[CH2:42]2)[CH2:37][CH2:36]1.N1C(C)=CC=CC=1C.[Si](OS(C(F)(F)F)(=O)=O)(C)(C)C.N. Product: [NH:43]1[CH2:44][CH:41]([N:38]2[CH2:39][CH2:40][N:35]([C:3]3[C:2]([Cl:1])=[C:7]([NH:8][C:9]4[N:14]=[C:13]([N:15]([CH:25]5[CH2:26][CH2:27]5)[CH2:16][C:17]5[CH:22]=[CH:21][C:20]([O:23][CH3:24])=[CH:19][CH:18]=5)[C:12]5=[N:28][CH:29]=[C:30]([C:31]#[N:32])[N:11]5[N:10]=4)[CH:6]=[C:5]([C:33]#[N:34])[CH:4]=3)[CH2:36][CH2:37]2)[CH2:42]1. The catalyst class is: 4.